Dataset: Forward reaction prediction with 1.9M reactions from USPTO patents (1976-2016). Task: Predict the product of the given reaction. (1) The product is: [CH2:1]([N:3]1[C:7]2=[N:8][C:9]([CH2:32][CH3:33])=[C:10]([CH2:19][NH:20][C:21]([C:23]3[CH:24]=[CH:72][CH:71]=[C:88]([C:86]([NH:34][CH2:35][C:36]4[CH:41]=[CH:40][N:39]=[C:38]([C:42]5[CH:47]=[CH:46][CH:45]=[C:44]([CH2:48][CH:49]6[CH2:50][CH2:51][NH:52][CH2:53][CH2:54]6)[CH:43]=5)[CH:37]=4)=[O:92])[N:28]=3)=[O:22])[C:11]([NH:12][CH:13]3[CH2:18][CH2:17][O:16][CH2:15][CH2:14]3)=[C:6]2[CH:5]=[N:4]1)[CH3:2]. Given the reactants [CH2:1]([N:3]1[C:7]2=[N:8][C:9]([CH2:32][CH3:33])=[C:10]([CH2:19][NH:20][C:21]([C:23]3[N:28]=C(C(O)=O)C=C[CH:24]=3)=[O:22])[C:11]([NH:12][CH:13]3[CH2:18][CH2:17][O:16][CH2:15][CH2:14]3)=[C:6]2[CH:5]=[N:4]1)[CH3:2].[NH2:34][CH2:35][C:36]1[CH:41]=[CH:40][N:39]=[C:38]([C:42]2[CH:43]=[C:44]([CH2:48][CH:49]3[CH2:54][CH2:53][N:52](C(OC(C)(C)C)=O)[CH2:51][CH2:50]3)[CH:45]=[CH:46][CH:47]=2)[CH:37]=1.CN(C(ON1N=N[C:72]2C=CC=C[C:71]1=2)=[N+](C)C)C.F[P-](F)(F)(F)(F)F.[C:86]([OH:92])([C:88](F)(F)F)=O, predict the reaction product. (2) The product is: [C:1]([O:5][C:6](=[O:22])[CH2:7][O:8][C:9]1[C:18]2[CH2:17][CH2:16][CH2:15][CH:14]([NH:19][S:35]([C:27]3[CH:28]=[C:29]([C:31]([F:32])([F:33])[F:34])[CH:30]=[C:25]([C:24]([F:23])([F:39])[F:40])[CH:26]=3)(=[O:37])=[O:36])[C:13]=2[CH:12]=[C:11]([Cl:20])[C:10]=1[F:21])([CH3:4])([CH3:2])[CH3:3]. Given the reactants [C:1]([O:5][C:6](=[O:22])[CH2:7][O:8][C:9]1[C:18]2[CH2:17][CH2:16][CH2:15][CH:14]([NH2:19])[C:13]=2[CH:12]=[C:11]([Cl:20])[C:10]=1[F:21])([CH3:4])([CH3:3])[CH3:2].[F:23][C:24]([F:40])([F:39])[C:25]1[CH:26]=[C:27]([S:35](Cl)(=[O:37])=[O:36])[CH:28]=[C:29]([C:31]([F:34])([F:33])[F:32])[CH:30]=1.C(N(C(C)C)CC)(C)C, predict the reaction product. (3) Given the reactants [F:1][CH2:2][CH:3]1[CH2:5][O:4]1.[CH2:6]([NH2:13])[C:7]1[CH:12]=[CH:11][CH:10]=[CH:9][CH:8]=1.FC(F)(F)S([O-])(=O)=O.[Ca+2].FC(F)(F)S([O-])(=O)=O, predict the reaction product. The product is: [CH2:6]([NH:13][CH2:5][CH:3]([OH:4])[CH2:2][F:1])[C:7]1[CH:12]=[CH:11][CH:10]=[CH:9][CH:8]=1.